Dataset: Peptide-MHC class II binding affinity with 134,281 pairs from IEDB. Task: Regression. Given a peptide amino acid sequence and an MHC pseudo amino acid sequence, predict their binding affinity value. This is MHC class II binding data. (1) The peptide sequence is NAVSLCILTINAVASKK. The MHC is DRB3_0301 with pseudo-sequence DRB3_0301. The binding affinity (normalized) is 0.797. (2) The peptide sequence is FSGVAATESAYLAYR. The MHC is DRB1_0901 with pseudo-sequence DRB1_0901. The binding affinity (normalized) is 0.724. (3) The MHC is DRB1_1001 with pseudo-sequence DRB1_1001. The peptide sequence is YDKFLANVSTVLTGV. The binding affinity (normalized) is 0.737. (4) The peptide sequence is GELQIWDKIDAAFKI. The MHC is DRB4_0101 with pseudo-sequence DRB4_0103. The binding affinity (normalized) is 0.658. (5) The peptide sequence is VYRIMTRGLLGSYQAGA. The MHC is DRB4_0101 with pseudo-sequence DRB4_0103. The binding affinity (normalized) is 0.253. (6) The peptide sequence is GEVLNALAYDVPIPG. The MHC is HLA-DQA10301-DQB10302 with pseudo-sequence HLA-DQA10301-DQB10302. The binding affinity (normalized) is 0.414.